This data is from Reaction yield outcomes from USPTO patents with 853,638 reactions. The task is: Predict the reaction yield, written as a fraction of the theoretical maximum amount of product (1.0 means a 100% yield; for example, 0.34 means a 34% yield). (1) The reactants are [CH3:1][N:2]1[C@@H:7]2[C@@H:8]3[O:10][C@@H:9]3[C@H:3]1[CH2:4][CH:5]([O:11]C([C@@H](C1C=CC=CC=1)CO)=O)[CH2:6]2.Br.C(=O)([O-])[O-].[K+].[K+]. The catalyst is C(Cl)Cl. The product is [CH3:1][N:2]1[C@@H:7]2[C@@H:8]3[O:10][C@@H:9]3[C@H:3]1[CH2:4][CH:5]([OH:11])[CH2:6]2. The yield is 0.775. (2) The reactants are Cl[C:2]1[C:7]([CH3:8])=[C:6]([Cl:9])[N:5]=[CH:4][C:3]=1[C:10]([N:12]1[CH2:17][CH2:16][CH:15]([C:18]2[CH:23]=[CH:22][C:21]([F:24])=[CH:20][CH:19]=2)[CH2:14][CH2:13]1)=[O:11].[Cl:25][C:26]1[CH:32]=[CH:31][C:30]([F:33])=[CH:29][C:27]=1[NH2:28]. No catalyst specified. The product is [Cl:9][C:6]1[N:5]=[CH:4][C:3]([C:10]([N:12]2[CH2:13][CH2:14][CH:15]([C:18]3[CH:19]=[CH:20][C:21]([F:24])=[CH:22][CH:23]=3)[CH2:16][CH2:17]2)=[O:11])=[C:2]([NH:28][C:27]2[CH:29]=[C:30]([F:33])[CH:31]=[CH:32][C:26]=2[Cl:25])[C:7]=1[CH3:8]. The yield is 0.700. (3) The reactants are [C:1]1([O:7][CH3:8])[CH:6]=[CH:5][CH:4]=[CH:3][CH:2]=1.[Cl-].[Al+3].[Cl-].[Cl-].[Cl:13][CH2:14][CH2:15][CH2:16][C:17](Cl)=[O:18].O. The catalyst is ClCCl. The product is [Cl:13][CH2:14][CH2:15][CH2:16][C:17]([C:4]1[CH:5]=[CH:6][C:1]([O:7][CH3:8])=[CH:2][CH:3]=1)=[O:18]. The yield is 0.960. (4) The reactants are [C:1]([O:5][C:6]([N:8]([C:13]1[CH:25]=[CH:24][C:16]([CH2:17][N:18]([CH3:23])[CH2:19][C:20]([OH:22])=[O:21])=[CH:15][CH:14]=1)[S:9]([CH3:12])(=[O:11])=[O:10])=[O:7])([CH3:4])([CH3:3])[CH3:2].[Cl:26][C:27]1[CH:28]=[N+:29]([O-:52])[CH:30]=[C:31]([Cl:51])[C:32]=1[CH2:33][C@@H:34]([C:36]1[CH:41]=[CH:40][C:39]([O:42][CH:43]([F:45])[F:44])=[C:38]([O:46][CH2:47][CH:48]2[CH2:50][CH2:49]2)[CH:37]=1)O.C(Cl)CCl.CC#N. The yield is 0.393. The product is [C:1]([O:5][C:6]([N:8]([C:13]1[CH:14]=[CH:15][C:16]([CH2:17][N:18]([CH3:23])[CH2:19][C:20]([O:22][C@H:34]([C:36]2[CH:41]=[CH:40][C:39]([O:42][CH:43]([F:44])[F:45])=[C:38]([O:46][CH2:47][CH:48]3[CH2:49][CH2:50]3)[CH:37]=2)[CH2:33][C:32]2[C:31]([Cl:51])=[CH:30][N+:29]([O-:52])=[CH:28][C:27]=2[Cl:26])=[O:21])=[CH:24][CH:25]=1)[S:9]([CH3:12])(=[O:11])=[O:10])=[O:7])([CH3:4])([CH3:2])[CH3:3]. The catalyst is CN(C1C=CN=CC=1)C.C(Cl)Cl.CN(C=O)C. (5) The reactants are [CH3:1][C@H:2]1[O:6][CH:5]([CH2:7][OH:8])[CH2:4][CH2:3]1.C(N(CC)CC)C.[C:16]1([CH3:26])[CH:21]=[CH:20][C:19]([S:22](Cl)(=[O:24])=[O:23])=[CH:18][CH:17]=1. The catalyst is ClCCl. The product is [CH3:26][C:16]1[CH:21]=[CH:20][C:19]([S:22]([O:8][CH2:7][CH:5]2[CH2:4][CH2:3][C@@H:2]([CH3:1])[O:6]2)(=[O:24])=[O:23])=[CH:18][CH:17]=1. The yield is 0.500. (6) The reactants are [H-].[Na+].[Cl:3][C:4]1[N:9]=[CH:8][C:7]([C:10]2[NH:14][C:13]([C@@H:15]3[CH2:19][CH2:18][CH2:17][N:16]3[C:20]([O:22][C:23]([CH3:26])([CH3:25])[CH3:24])=[O:21])=[N:12][CH:11]=2)=[CH:6][N:5]=1.[CH3:27][Si:28]([CH2:31][CH2:32][O:33][CH2:34]Cl)([CH3:30])[CH3:29]. The catalyst is CN(C=O)C. The product is [Cl:3][C:4]1[N:9]=[CH:8][C:7]([C:10]2[N:14]([CH2:34][O:33][CH2:32][CH2:31][Si:28]([CH3:30])([CH3:29])[CH3:27])[C:13]([C@@H:15]3[CH2:19][CH2:18][CH2:17][N:16]3[C:20]([O:22][C:23]([CH3:26])([CH3:25])[CH3:24])=[O:21])=[N:12][CH:11]=2)=[CH:6][N:5]=1. The yield is 0.850. (7) The catalyst is ClCCl. The reactants are [Cl:1][C:2]1[N:7]=[N:6][C:5]([N:8]2[C:16]3[C:11](=[CH:12][C:13]([O:17][CH:18]([C:22]4[CH:27]=[CH:26][CH:25]=[CH:24][CH:23]=4)[CH:19]([NH2:21])[CH3:20])=[CH:14][CH:15]=3)[CH:10]=[N:9]2)=[CH:4][CH:3]=1.[F:28][C:29]([F:40])([F:39])[C:30](O[C:30](=[O:31])[C:29]([F:40])([F:39])[F:28])=[O:31].C(N(CC)CC)C. The product is [Cl:1][C:2]1[N:7]=[N:6][C:5]([N:8]2[C:16]3[C:11](=[CH:12][C:13]([O:17][CH:18]([C:22]4[CH:23]=[CH:24][CH:25]=[CH:26][CH:27]=4)[CH:19]([NH:21][C:30](=[O:31])[C:29]([F:40])([F:39])[F:28])[CH3:20])=[CH:14][CH:15]=3)[CH:10]=[N:9]2)=[CH:4][CH:3]=1. The yield is 0.330. (8) The reactants are [CH2:1]([NH:8][C:9]([C:11]1[S:15][C:14]([N:16]2[CH2:20][CH2:19][CH2:18][C:17]2=[O:21])=[N:13][C:12]=1[CH3:22])=[O:10])[C:2]1[CH:7]=[CH:6][CH:5]=[CH:4][CH:3]=1.Br[CH2:24][C:25]1[CH:30]=[CH:29][C:28]([C:31]([F:34])([F:33])[F:32])=[CH:27][CH:26]=1. No catalyst specified. The product is [CH2:1]([NH:8][C:9]([C:11]1[S:15][C:14]([N:16]2[CH2:20][CH2:19][CH:18]([CH2:24][C:25]3[CH:26]=[CH:27][C:28]([C:31]([F:32])([F:33])[F:34])=[CH:29][CH:30]=3)[C:17]2=[O:21])=[N:13][C:12]=1[CH3:22])=[O:10])[C:2]1[CH:7]=[CH:6][CH:5]=[CH:4][CH:3]=1. The yield is 0.270. (9) The catalyst is C1COCC1. The yield is 0.0800. The product is [CH:6]([OH:7])=[O:5].[C:29]1([N:26]2[C:27](=[O:28])[C:23](=[CH:22][C:11]3[CH:12]=[CH:13][C:14]([O:18][CH2:19][CH2:20][CH3:21])=[C:15]4[C:10]=3[CH2:9][NH:8][CH2:17][CH2:16]4)[C:24](=[O:35])[NH:25]2)[CH:30]=[CH:31][CH:32]=[CH:33][CH:34]=1. The reactants are C([O:5][C:6]([N:8]1[CH2:17][CH2:16][C:15]2[C:10](=[C:11]([CH:22]=[C:23]3[C:27](=[O:28])[N:26]([C:29]4[CH:34]=[CH:33][CH:32]=[CH:31][CH:30]=4)[NH:25][C:24]3=[O:35])[CH:12]=[CH:13][C:14]=2[O:18][CH2:19][CH2:20][CH3:21])[CH2:9]1)=[O:7])(C)(C)C.Cl.C(OCC)C.